This data is from Forward reaction prediction with 1.9M reactions from USPTO patents (1976-2016). The task is: Predict the product of the given reaction. (1) Given the reactants [N+:1]([C:4]1[CH:5]=[C:6]([C:14]([O-:16])=O)[CH:7]=[C:8]([CH:13]=1)[C:9]([O:11][CH3:12])=[O:10])([O-:3])=[O:2].[CH:17]1([NH2:20])[CH2:19][CH2:18]1, predict the reaction product. The product is: [CH:17]1([NH:20][C:14](=[O:16])[C:6]2[CH:5]=[C:4]([N+:1]([O-:3])=[O:2])[CH:13]=[C:8]([C:9]([O:11][CH3:12])=[O:10])[CH:7]=2)[CH2:19][CH2:18]1. (2) Given the reactants C([O:4][CH2:5][C@@H:6]1[C@@H:11]([O:12]C(=O)C)[C@H:10]([O:16]C(=O)C)[C@H:9]([O:20]C(=O)C)[C@@H:8]([CH2:24]/[CH:25]=[CH:26]/[C:27]2[CH:32]=[CH:31][C:30]([C:33]#[C:34][C:35]3[CH:40]=[CH:39][C:38]([C@@H:41]4[C@@H:46]([O:47]C(=O)C)[C@@H:45]([O:51]C(=O)C)[C@H:44]([O:55]C(=O)C)[C@@H:43]([CH2:59][O:60]C(=O)C)[O:42]4)=[CH:37][CH:36]=3)=[CH:29][CH:28]=2)[O:7]1)(=O)C.CO[Na], predict the reaction product. The product is: [OH:4][CH2:5][C@@H:6]1[C@@H:11]([OH:12])[C@H:10]([OH:16])[C@H:9]([OH:20])[C@@H:8]([CH2:24]/[CH:25]=[CH:26]/[C:27]2[CH:28]=[CH:29][C:30]([C:33]#[C:34][C:35]3[CH:40]=[CH:39][C:38]([C@@H:41]4[C@@H:46]([OH:47])[C@@H:45]([OH:51])[C@H:44]([OH:55])[C@@H:43]([CH2:59][OH:60])[O:42]4)=[CH:37][CH:36]=3)=[CH:31][CH:32]=2)[O:7]1. (3) The product is: [Cl:25][C:18]1[CH:17]=[C:16]([CH:26]([NH:28][C:29]2[N:37]=[CH:36][N:35]=[C:34]3[C:30]=2[N:31]=[CH:32][NH:33]3)[CH3:27])[C:15]([N:12]2[CH2:11][CH2:10][CH:9]([OH:8])[CH2:14][CH2:13]2)=[C:24]2[C:19]=1[CH:20]=[CH:21][CH:22]=[N:23]2. Given the reactants [Si]([O:8][CH:9]1[CH2:14][CH2:13][N:12]([C:15]2[C:16]([CH:26]([NH:28][C:29]3[N:37]=[CH:36][N:35]=[C:34]4[C:30]=3[N:31]=[CH:32][NH:33]4)[CH3:27])=[CH:17][C:18]([Cl:25])=[C:19]3[C:24]=2[N:23]=[CH:22][CH:21]=[CH:20]3)[CH2:11][CH2:10]1)(C(C)(C)C)(C)C.F[Si-2](F)(F)(F)(F)F.[H+].[H+].O.[OH-].[Na+], predict the reaction product. (4) Given the reactants [H-].[Na+].[CH2:3]([OH:7])[C:4]#[C:5][CH3:6].Cl[C:9]1[CH:14]=[C:13]([CH2:15][C:16]2[CH:21]=[CH:20][CH:19]=[CH:18][C:17]=2[Cl:22])[N:12]=[CH:11][N:10]=1.[Cl-].[NH4+], predict the reaction product. The product is: [Cl:22][C:17]1[CH:18]=[CH:19][CH:20]=[CH:21][C:16]=1[CH2:15][C:13]1[CH:14]=[C:9]([O:7][CH2:3][C:4]#[C:5][CH3:6])[N:10]=[CH:11][N:12]=1. (5) The product is: [CH:9]([C:6]1([C:4]([O:3][CH2:1][CH3:2])=[O:5])[CH2:8][CH2:7]1)=[O:10]. Given the reactants [CH2:1]([O:3][C:4]([C:6]1([CH2:9][OH:10])[CH2:8][CH2:7]1)=[O:5])[CH3:2].C(=O)([O-])O.[Na+].CC1(C)N([O])C(C)(C)CCC1.[Br-].[Na+].Cl[O-].[Na+].S([O-])([O-])(=O)=S.[Na+].[Na+], predict the reaction product. (6) The product is: [CH2:26]([O:25][C:21](=[O:24])/[CH:22]=[CH:23]/[C:2]1[CH:3]=[CH:4][C:5]([N:8]2[CH2:13][CH2:12][N:11]([C:14]([O:16][C:17]([CH3:20])([CH3:19])[CH3:18])=[O:15])[CH2:10][CH2:9]2)=[N:6][CH:7]=1)[CH3:27]. Given the reactants Br[C:2]1[CH:3]=[CH:4][C:5]([N:8]2[CH2:13][CH2:12][N:11]([C:14]([O:16][C:17]([CH3:20])([CH3:19])[CH3:18])=[O:15])[CH2:10][CH2:9]2)=[N:6][CH:7]=1.[C:21]([O:25][CH2:26][CH3:27])(=[O:24])[CH:22]=[CH2:23].CC1C=CC=CC=1P(C1C=CC=CC=1C)C1C=CC=CC=1C.CCN(C(C)C)C(C)C, predict the reaction product.